Dataset: Forward reaction prediction with 1.9M reactions from USPTO patents (1976-2016). Task: Predict the product of the given reaction. (1) Given the reactants C[Si](I)(C)C.[CH3:6][C@H:7]([O:11][C:12]1[CH:13]=[C:14]([CH:24]=[C:25]([O:27][C:28]2[CH:40]=[CH:39][C:31]3[C:32](=[O:38])[N:33]([CH3:37])[CH2:34][CH2:35][O:36][C:30]=3[CH:29]=2)[CH:26]=1)[C:15]([NH:17][C:18]1[S:22][N:21]=[C:20]([CH3:23])[N:19]=1)=[O:16])[CH2:8][O:9]C.C(=O)([O-])O.[Na+], predict the reaction product. The product is: [OH:9][CH2:8][C@@H:7]([O:11][C:12]1[CH:13]=[C:14]([CH:24]=[C:25]([O:27][C:28]2[CH:40]=[CH:39][C:31]3[C:32](=[O:38])[N:33]([CH3:37])[CH2:34][CH2:35][O:36][C:30]=3[CH:29]=2)[CH:26]=1)[C:15]([NH:17][C:18]1[S:22][N:21]=[C:20]([CH3:23])[N:19]=1)=[O:16])[CH3:6]. (2) Given the reactants [NH2:1][C:2]1[N:7]=[CH:6][C:5]([C:8]2[CH:17]=[CH:16][C:15]3[N:14]=[CH:13][C:12]4[N:18]([CH3:32])[N:19]=[C:20]([C:21]5[CH:26]=[CH:25][C:24]([C:27]([CH3:31])([CH3:30])[C:28]#[N:29])=[CH:23][CH:22]=5)[C:11]=4[C:10]=3[CH:9]=2)=[CH:4][CH:3]=1.[CH3:33][S:34](Cl)(=[O:36])=[O:35], predict the reaction product. The product is: [C:28]([C:27]([C:24]1[CH:25]=[CH:26][C:21]([C:20]2[C:11]3[C:10]4[CH:9]=[C:8]([C:5]5[CH:4]=[CH:3][C:2]([NH:1][S:34]([CH3:33])(=[O:36])=[O:35])=[N:7][CH:6]=5)[CH:17]=[CH:16][C:15]=4[N:14]=[CH:13][C:12]=3[N:18]([CH3:32])[N:19]=2)=[CH:22][CH:23]=1)([CH3:30])[CH3:31])#[N:29]. (3) Given the reactants [C:1]([NH:4][CH2:5][CH2:6][NH:7][C:8](=[O:34])[C:9]1[CH:14]=[CH:13][C:12]([CH:15]([C:27]2[CH:32]=[CH:31][CH:30]=[CH:29][C:28]=2[CH3:33])[CH2:16][C:17]([C:19]2[CH:24]=[CH:23][C:22](=[O:25])[N:21]([CH3:26])[CH:20]=2)=O)=[CH:11][CH:10]=1)(=[O:3])[CH3:2].Cl.[NH2:36][OH:37].C([O-])(O)=O.[Na+], predict the reaction product. The product is: [C:1]([NH:4][CH2:5][CH2:6][NH:7][C:8](=[O:34])[C:9]1[CH:14]=[CH:13][C:12]([CH:15]([C:27]2[CH:32]=[CH:31][CH:30]=[CH:29][C:28]=2[CH3:33])[CH2:16]/[C:17](=[N:36]\[OH:37])/[C:19]2[CH:24]=[CH:23][C:22](=[O:25])[N:21]([CH3:26])[CH:20]=2)=[CH:11][CH:10]=1)(=[O:3])[CH3:2]. (4) Given the reactants C([O:3][C:4](=[O:20])[C@@H:5]([O:18][CH3:19])[CH2:6][C:7]1[CH:12]=[CH:11][C:10]([O:13][CH2:14][CH2:15][CH2:16]Br)=[CH:9][CH:8]=1)C.[CH:21]1[C:29]2[C:28]3[CH:30]=[CH:31][CH:32]=[CH:33][C:27]=3[O:26][C:25]=2[C:24]([C:34]2[CH:39]=[CH:38][C:37]([OH:40])=[CH:36][CH:35]=2)=[CH:23][CH:22]=1.[OH-].[Na+], predict the reaction product. The product is: [CH:21]1[C:29]2[C:28]3[CH:30]=[CH:31][CH:32]=[CH:33][C:27]=3[O:26][C:25]=2[C:24]([C:34]2[CH:39]=[CH:38][C:37]([O:40][CH2:16][CH2:15][CH2:14][O:13][C:10]3[CH:9]=[CH:8][C:7]([CH2:6][C@H:5]([O:18][CH3:19])[C:4]([OH:3])=[O:20])=[CH:12][CH:11]=3)=[CH:36][CH:35]=2)=[CH:23][CH:22]=1. (5) Given the reactants Br[C:2]1[CH:3]=[C:4]2[C:9](=[CH:10][CH:11]=1)[CH:8]=[N:7][CH:6]=[CH:5]2.C(OCC)(=O)C.O.[CH3:19][N:20](C)C=O, predict the reaction product. The product is: [CH:8]1[C:9]2[C:4](=[CH:3][C:2]([C:19]#[N:20])=[CH:11][CH:10]=2)[CH:5]=[CH:6][N:7]=1. (6) Given the reactants [CH2:1]=[CH:2][C:3]1[CH:8]=[CH:7][CH:6]=[CH:5][CH:4]=1.C(OCCCO)(=O)C=C.C[C@@:19]12[CH:27]([C:28](C([O-])=O)=C)[CH2:26][C@H:22]([C:23]1([CH3:25])[CH3:24])CC2.C(OCCCC)(=O)C=C, predict the reaction product. The product is: [CH3:28][C:27]([CH2:19][C:23]([CH3:25])([CH3:24])[CH3:22])=[CH2:26].[CH2:1]=[CH:2][C:3]1[CH:8]=[CH:7][CH:6]=[CH:5][CH:4]=1.